Task: Predict the reactants needed to synthesize the given product.. Dataset: Full USPTO retrosynthesis dataset with 1.9M reactions from patents (1976-2016) (1) Given the product [CH2:1]([C:5]1[CH:6]=[C:7]2[C:12](=[C:13]([O:15][C@@H:16]3[CH2:20][CH2:19][N:18]([CH2:23][CH2:22][C:21]([O:25][CH3:26])=[O:24])[CH2:17]3)[CH:14]=1)[N:11]=[CH:10][CH:9]=[CH:8]2)[CH2:2][CH2:3][CH3:4], predict the reactants needed to synthesize it. The reactants are: [CH2:1]([C:5]1[CH:6]=[C:7]2[C:12](=[C:13]([O:15][C@@H:16]3[CH2:20][CH2:19][NH:18][CH2:17]3)[CH:14]=1)[N:11]=[CH:10][CH:9]=[CH:8]2)[CH2:2][CH2:3][CH3:4].[C:21]([O:25][CH3:26])(=[O:24])[CH:22]=[CH2:23]. (2) Given the product [CH:1]1[CH:2]=[CH:3][C:4]([CH:7]([N:15]2[CH2:20][CH2:19][N:18]([CH2:21][CH2:22][O:23][CH2:24][C:25]([OH:27])=[O:26])[CH2:17][CH2:16]2)[C:8]2[CH:9]=[CH:10][C:11]([Cl:14])=[CH:12][CH:13]=2)=[CH:5][CH:6]=1.[ClH:28].[ClH:14], predict the reactants needed to synthesize it. The reactants are: [CH:1]1[CH:2]=[CH:3][C:4]([C@@H:7]([N:15]2[CH2:20][CH2:19][N:18]([CH2:21][CH2:22][O:23][CH2:24][C:25]([OH:27])=[O:26])[CH2:17][CH2:16]2)[C:8]2[CH:9]=[CH:10][C:11]([Cl:14])=[CH:12][CH:13]=2)=[CH:5][CH:6]=1.[ClH:28]. (3) Given the product [NH2:59][C:58]1[CH:57]=[CH:56][C:55]([CH2:60][CH2:61][OH:62])=[CH:54][C:53]=1[NH:52][C:44]([C:42]1[N:43]=[C:39]([CH2:38][C:36]2[CH:37]=[C:32]([Cl:31])[CH:33]=[CH:34][C:35]=2[O:47][CH2:48][CH:49]([CH3:51])[CH3:50])[S:40][CH:41]=1)=[O:46], predict the reactants needed to synthesize it. The reactants are: ClC1C=CC(OCC2C=CC=CC=2)=C(CC2SC=C(C(NC3C=CC=CC=3)=O)N=2)C=1.[Cl:31][C:32]1[CH:33]=[CH:34][C:35]([O:47][CH2:48][CH:49]([CH3:51])[CH3:50])=[C:36]([CH2:38][C:39]2[S:40][CH:41]=[C:42]([C:44]([OH:46])=O)[N:43]=2)[CH:37]=1.[NH2:52][C:53]1[CH:54]=[C:55]([CH2:60][CH2:61][OH:62])[CH:56]=[CH:57][C:58]=1[NH2:59]. (4) Given the product [F:1][C:2]1[CH:3]=[CH:4][C:5]([C:8]2[O:9][C:10]3[CH:20]=[CH:19][C:18]([C:21]4[CH:22]=[C:23]([C:24](=[O:25])[NH:40][C:37]5([C:35]6[O:36][C:32]([CH3:31])=[CH:33][N:34]=6)[CH2:39][CH2:38]5)[CH:27]=[CH:28][C:29]=4[CH3:30])=[CH:17][C:11]=3[C:12]=2[C:13]([NH:14][CH3:15])=[O:16])=[CH:6][CH:7]=1, predict the reactants needed to synthesize it. The reactants are: [F:1][C:2]1[CH:7]=[CH:6][C:5]([C:8]2[O:9][C:10]3[CH:20]=[CH:19][C:18]([C:21]4[CH:22]=[C:23]([CH:27]=[CH:28][C:29]=4[CH3:30])[C:24](O)=[O:25])=[CH:17][C:11]=3[C:12]=2[C:13](=[O:16])[NH:14][CH3:15])=[CH:4][CH:3]=1.[CH3:31][C:32]1[O:36][C:35]([C:37]2([NH2:40])[CH2:39][CH2:38]2)=[N:34][CH:33]=1.CCN=C=NCCCN(C)C.Cl.C1C=CC2N(O)N=NC=2C=1.